This data is from Full USPTO retrosynthesis dataset with 1.9M reactions from patents (1976-2016). The task is: Predict the reactants needed to synthesize the given product. (1) Given the product [C:16]([O:20][C:21]([N:23]1[C:32]2[C:27](=[CH:28][CH:29]=[C:30]([CH2:33][CH2:34][O:35][C:36]3[CH:37]=[C:38]4[C:42](=[CH:43][CH:44]=3)[N:41]([C:6]([C:7]3[CH:12]=[CH:11][C:10]([CH3:13])=[CH:9][CH:8]=3)=[CH:5][C:4]([O:3][CH2:1][CH3:2])=[O:15])[CH:40]=[CH:39]4)[N:31]=2)[CH2:26][CH2:25][CH2:24]1)=[O:22])([CH3:19])([CH3:17])[CH3:18], predict the reactants needed to synthesize it. The reactants are: [CH2:1]([O:3][C:4](=[O:15])[CH:5]=[C:6](Cl)[C:7]1[CH:12]=[CH:11][C:10]([CH3:13])=[CH:9][CH:8]=1)[CH3:2].[C:16]([O:20][C:21]([N:23]1[C:32]2[C:27](=[CH:28][CH:29]=[C:30]([CH2:33][CH2:34][O:35][C:36]3[CH:37]=[C:38]4[C:42](=[CH:43][CH:44]=3)[NH:41][CH:40]=[CH:39]4)[N:31]=2)[CH2:26][CH2:25][CH2:24]1)=[O:22])([CH3:19])([CH3:18])[CH3:17]. (2) Given the product [Br:1][C:2]1[CH:9]=[C:6]([C:5]([O:10][CH3:11])=[CH:4][CH:3]=1)[CH2:7][NH:8][C:14](=[NH:22])[CH:15]([O:19][CH2:20][CH3:21])[O:16][CH2:17][CH3:18], predict the reactants needed to synthesize it. The reactants are: [Br:1][C:2]1[CH:3]=[CH:4][C:5]([O:10][CH3:11])=[C:6]([CH:9]=1)[CH2:7][NH2:8].CO[C:14](=[NH:22])[CH:15]([O:19][CH2:20][CH3:21])[O:16][CH2:17][CH3:18]. (3) Given the product [CH2:44]([O:50][C:51](=[O:57])[CH2:52][N:8]1[C:7]2[C:9]([CH3:14])=[CH:10][C:11]([CH3:13])=[CH:12][C:6]=2[NH:5][CH2:4][C@H:3]([NH:15][C:16]([O:18][C:19]([CH3:22])([CH3:21])[CH3:20])=[O:17])[C:2]1=[O:1])[C:39]1[CH:38]=[CH:37][CH:42]=[CH:41][CH:40]=1, predict the reactants needed to synthesize it. The reactants are: [O:1]=[C:2]1[NH:8][C:7]2[C:9]([CH3:14])=[CH:10][C:11]([CH3:13])=[CH:12][C:6]=2[NH:5][CH2:4][C@@H:3]1[NH:15][C:16]([O:18][C:19]([CH3:22])([CH3:21])[CH3:20])=[O:17].C(OC(N[C@@H](CN[C:37]1[CH:42]=[C:41](C)[CH:40]=[C:39]([CH3:44])[C:38]=1N)C(O)=O)=O)(C)(C)C.CN1[CH2:52][CH2:51][O:50]CC1.C([O:57]C(Cl)=O)C(C)C. (4) Given the product [CH2:10]([O:12][C:13](=[O:24])[C:14](=[CH:4][C:3]1[CH:6]=[CH:7][CH:8]=[CH:9][C:2]=1[Cl:1])[C:15](=[O:23])[CH2:16][O:17][CH2:18][CH2:19][N:20]=[N+:21]=[N-:22])[CH3:11], predict the reactants needed to synthesize it. The reactants are: [Cl:1][C:2]1[CH:9]=[CH:8][CH:7]=[CH:6][C:3]=1[CH:4]=O.[CH2:10]([O:12][C:13](=[O:24])[CH2:14][C:15](=[O:23])[CH2:16][O:17][CH2:18][CH2:19][N:20]=[N+:21]=[N-:22])[CH3:11].CC(O)=O.N1CCCCC1. (5) The reactants are: [O:1]=[C:2]1[C:10]2([CH2:14][O:13][C:12]3[CH:15]=[C:16]4[C:20](=[CH:21][C:11]2=3)[CH2:19][CH2:18][O:17]4)[C:9]2[C:4](=[CH:5][CH:6]=[CH:7][CH:8]=2)[N:3]1[CH2:22][C:23]1[CH:32]=[CH:31][C:26]([C:27]([O:29]C)=[O:28])=[CH:25][CH:24]=1.O=C1C2(COC3C=C4C(=CC2=3)CCO4)C2C(=CC=CC=2)N1CC1C=CC=CC=1C(OC)=O. Given the product [O:1]=[C:2]1[C:10]2([CH2:14][O:13][C:12]3[CH:15]=[C:16]4[C:20](=[CH:21][C:11]2=3)[CH2:19][CH2:18][O:17]4)[C:9]2[C:4](=[CH:5][CH:6]=[CH:7][CH:8]=2)[N:3]1[CH2:22][C:23]1[CH:24]=[CH:25][C:26]([C:27]([OH:29])=[O:28])=[CH:31][CH:32]=1, predict the reactants needed to synthesize it. (6) Given the product [C:8]([O:12][C:13](=[O:24])[NH:14][C@H:15]1[CH2:21][CH2:20][C@@H:19]([CH3:22])[N:18]([S:31]([C:26]2[CH:27]=[CH:28][CH:29]=[CH:30][N:25]=2)(=[O:33])=[O:32])[CH2:17][C@@H:16]1[OH:23])([CH3:9])([CH3:11])[CH3:10], predict the reactants needed to synthesize it. The reactants are: C(N(CC)CC)C.[C:8]([O:12][C:13](=[O:24])[NH:14][C@H:15]1[CH2:21][CH2:20][C@@H:19]([CH3:22])[NH:18][CH2:17][C@@H:16]1[OH:23])([CH3:11])([CH3:10])[CH3:9].[N:25]1[CH:30]=[CH:29][CH:28]=[CH:27][C:26]=1[S:31](Cl)(=[O:33])=[O:32]. (7) The reactants are: [Cl:1][C:2]1[CH:7]=[CH:6][C:5]([OH:8])=[CH:4][C:3]=1[N+:9]([O-:11])=[O:10].[Cl:12][C:13]1[S:14][C:15]([CH2:18]Cl)=[CH:16][CH:17]=1. Given the product [Cl:12][C:13]1[S:14][C:15]([CH2:18][O:8][C:5]2[CH:6]=[CH:7][C:2]([Cl:1])=[C:3]([N+:9]([O-:11])=[O:10])[CH:4]=2)=[CH:16][CH:17]=1, predict the reactants needed to synthesize it.